This data is from Peptide-MHC class I binding affinity with 185,985 pairs from IEDB/IMGT. The task is: Regression. Given a peptide amino acid sequence and an MHC pseudo amino acid sequence, predict their binding affinity value. This is MHC class I binding data. (1) The peptide sequence is REVLNVRYM. The MHC is HLA-A26:03 with pseudo-sequence HLA-A26:03. The binding affinity (normalized) is 0.0847. (2) The peptide sequence is HLKRTILAL. The MHC is HLA-A02:12 with pseudo-sequence HLA-A02:12. The binding affinity (normalized) is 0.545. (3) The peptide sequence is AIFNNRNLAA. The MHC is HLA-A02:03 with pseudo-sequence HLA-A02:03. The binding affinity (normalized) is 0.571. (4) The binding affinity (normalized) is 0.406. The peptide sequence is YSRPWNWTF. The MHC is HLA-B27:05 with pseudo-sequence HLA-B27:05. (5) The peptide sequence is CAKFQCLEF. The MHC is HLA-A01:01 with pseudo-sequence HLA-A01:01. The binding affinity (normalized) is 0.198. (6) The peptide sequence is PLEGSEDRI. The MHC is HLA-A02:06 with pseudo-sequence HLA-A02:06. The binding affinity (normalized) is 0. (7) The peptide sequence is WLKEKHEEL. The MHC is HLA-B08:01 with pseudo-sequence HLA-B08:01. The binding affinity (normalized) is 0.444. (8) The peptide sequence is SLPPNFSSL. The MHC is HLA-B58:01 with pseudo-sequence HLA-B58:01. The binding affinity (normalized) is 0.0847. (9) The peptide sequence is DIIDLLLPST. The MHC is HLA-A68:02 with pseudo-sequence HLA-A68:02. The binding affinity (normalized) is 0.529.